From a dataset of Catalyst prediction with 721,799 reactions and 888 catalyst types from USPTO. Predict which catalyst facilitates the given reaction. (1) The catalyst class is: 33. Product: [N:4]1[C:3]([C:19]([O:21][CH2:22][CH3:23])=[O:20])=[CH:18][N:6]2[CH2:7][CH2:8][NH:9][CH2:10][C:5]=12. Reactant: C([C:3]1([C:19]([O-:21])=[O:20])[CH2:18][N:6]2[CH2:7][CH2:8][N:9](C(OC(C)(C)C)=O)[CH2:10][C:5]2=[N:4]1)C.[C:22](OCC)(=O)[CH3:23]. (2) Reactant: [NH2:1][C:2]1[CH:7]=[C:6]([C:8](=[O:29])[NH:9][CH2:10][CH:11]2[CH2:16][CH2:15][N:14]([CH2:17][C:18]3[S:22][C:21]([C:23]4[CH:28]=[CH:27][CH:26]=[CH:25][N:24]=4)=[N:20][CH:19]=3)[CH2:13][CH2:12]2)[N:5]=[C:4]([C:30]([O:32]C)=O)[C:3]=1[C:34]#[N:35].[NH3:36]. Product: [NH2:1][C:2]1[C:3]([C:34]#[N:35])=[C:4]([C:30]([NH2:36])=[O:32])[N:5]=[C:6]([C:8]([NH:9][CH2:10][CH:11]2[CH2:12][CH2:13][N:14]([CH2:17][C:18]3[S:22][C:21]([C:23]4[CH:28]=[CH:27][CH:26]=[CH:25][N:24]=4)=[N:20][CH:19]=3)[CH2:15][CH2:16]2)=[O:29])[CH:7]=1. The catalyst class is: 5. (3) Reactant: [F:1][C:2]1[CH:3]=[C:4]([CH:38]=[C:39]([F:41])[CH:40]=1)[CH2:5][N:6]1[C:10]([CH3:11])=[C:9]([C:12]2[C:20]3[C:15](=[N:16][CH:17]=[C:18]([C:21]4[CH:22]=[C:23]([O:35][CH3:36])[C:24]([NH:27]C(=O)OC(C)(C)C)=[N:25][CH:26]=4)[CH:19]=3)[NH:14][CH:13]=2)[C:8]([CH3:37])=[N:7]1. Product: [F:1][C:2]1[CH:3]=[C:4]([CH:38]=[C:39]([F:41])[CH:40]=1)[CH2:5][N:6]1[C:10]([CH3:11])=[C:9]([C:12]2[C:20]3[C:15](=[N:16][CH:17]=[C:18]([C:21]4[CH:22]=[C:23]([O:35][CH3:36])[C:24]([NH2:27])=[N:25][CH:26]=4)[CH:19]=3)[NH:14][CH:13]=2)[C:8]([CH3:37])=[N:7]1. The catalyst class is: 137. (4) Reactant: Br[C:2]1[CH:9]=[CH:8][C:5]([C:6]#[N:7])=[CH:4][CH:3]=1.[NH2:10][C:11]1[CH:16]=[CH:15][CH:14]=[CH:13][CH:12]=1.CC(C)([O-])C.[Na+]. Product: [C:6]([C:5]1[CH:8]=[CH:9][C:2]([NH:10][C:11]2[CH:16]=[CH:15][CH:14]=[CH:13][CH:12]=2)=[CH:3][CH:4]=1)#[N:7]. The catalyst class is: 11. (5) Reactant: [NH:1]1[CH2:6][CH2:5][O:4][CH2:3][CH:2]1[C:7]([OH:9])=[O:8].[CH3:10][O:11][C:12]1[CH:17]=[CH:16][C:15]([S:18](Cl)(=[O:20])=[O:19])=[CH:14][CH:13]=1.C(N(CC)CC)C. Product: [CH3:10][O:11][C:12]1[CH:13]=[CH:14][C:15]([S:18]([N:1]2[CH2:6][CH2:5][O:4][CH2:3][CH:2]2[C:7]([OH:9])=[O:8])(=[O:20])=[O:19])=[CH:16][CH:17]=1. The catalyst class is: 4. (6) Reactant: [OH:1][C:2]1[CH:3]=[C:4]([N:8]2[C:17](=[O:18])[C:16]3[C:11](=[CH:12][CH:13]=[CH:14][C:15]=3[CH3:19])[N:10]=[C:9]2[CH:20]([NH:22][C:23]2[N:31]=[CH:30][N:29]=[C:28]3[C:24]=2[N:25]=[CH:26][N:27]3COCC[Si](C)(C)C)[CH3:21])[CH:5]=[CH:6][CH:7]=1.[CH3:40][O:41][C:42]1C=C(N2C(=O)C3C(=CC=CC=3C)N=C2C(NC2N=CN=C3C=2N=CN3COCC[Si](C)(C)C)C)C=C[CH:47]=1.Cl.OC1C=C(N2C(=O)C3C(=CC=CC=3C)N=C2C(NC2N=CN=C3C=2N=CN3)C)C=CC=1. Product: [CH3:40][O:41][CH2:42][CH2:47][O:1][C:2]1[CH:3]=[C:4]([N:8]2[C:17](=[O:18])[C:16]3[C:11](=[CH:12][CH:13]=[CH:14][C:15]=3[CH3:19])[N:10]=[C:9]2[CH:20]([NH:22][C:23]2[N:31]=[CH:30][N:29]=[C:28]3[C:24]=2[N:25]=[CH:26][NH:27]3)[CH3:21])[CH:5]=[CH:6][CH:7]=1. The catalyst class is: 5. (7) Reactant: [Cl:1][C:2]1[N:3]=[N:4][C:5](Cl)=[CH:6][C:7]=1[CH:8]([CH3:10])[CH3:9].[NH2:12][C:13]1[CH:18]=[C:17]([Cl:19])[C:16]([CH2:20][C:21]#[N:22])=[C:15]([Cl:23])[CH:14]=1.CC(C)([O-])C.[K+]. Product: [NH2:12][C:13]1[CH:14]=[C:15]([Cl:23])[C:16]([CH:20]([C:5]2[N:4]=[N:3][C:2]([Cl:1])=[C:7]([CH:8]([CH3:10])[CH3:9])[CH:6]=2)[C:21]#[N:22])=[C:17]([Cl:19])[CH:18]=1. The catalyst class is: 54. (8) Product: [Cl:1][C:2]1[CH:7]=[CH:6][C:5]([S:8]([NH:11][CH:12]2[CH2:15][CH2:14][CH2:13]2)(=[O:10])=[O:9])=[CH:4][C:3]=1[NH:16][C:17]1[S:18]/[C:19](=[CH:47]\[C:30]2[CH:31]=[C:32]3[C:27](=[CH:28][CH:29]=2)[N:26]=[CH:24][CH:44]=[CH:43]3)/[C:20](=[O:22])[N:21]=1. The catalyst class is: 86. Reactant: [Cl:1][C:2]1[CH:7]=[CH:6][C:5]([S:8]([NH:11][CH:12]2[CH2:15][CH2:14][CH2:13]2)(=[O:10])=[O:9])=[CH:4][C:3]=1[NH:16][C:17]1[S:18][CH2:19][C:20](=[O:22])[N:21]=1.N[C:24]([NH:26][C:27]1[CH:28]=[C:29](S(NC2CCC2)(=O)=O)[CH:30]=[CH:31][C:32]=1Cl)=S.Cl[CH2:43][C:44](O)=O.[C:47]([O-])(=O)C.[Na+].